Task: Predict the product of the given reaction.. Dataset: Forward reaction prediction with 1.9M reactions from USPTO patents (1976-2016) (1) Given the reactants [H-].[Na+].[Cl:3][C:4]1[CH:13]=[C:12]2[C:7]([CH:8]=[CH:9][N:10]([CH2:15][C:16]3[CH:21]=[CH:20][C:19]([O:22][CH3:23])=[CH:18][CH:17]=3)[C:11]2=[O:14])=[CH:6][C:5]=1F.O.[C:26]([O:30][C:31]([N:33]1[CH:38]2[CH2:39][CH2:40][CH:34]1[CH2:35][CH:36]([OH:41])[CH2:37]2)=[O:32])([CH3:29])([CH3:28])[CH3:27], predict the reaction product. The product is: [C:26]([O:30][C:31]([N:33]1[CH:38]2[CH2:39][CH2:40][CH:34]1[CH2:35][CH:36]([O:41][C:5]1[CH:6]=[C:7]3[C:12](=[CH:13][C:4]=1[Cl:3])[C:11](=[O:14])[N:10]([CH2:15][C:16]1[CH:21]=[CH:20][C:19]([O:22][CH3:23])=[CH:18][CH:17]=1)[CH:9]=[CH:8]3)[CH2:37]2)=[O:32])([CH3:29])([CH3:27])[CH3:28]. (2) Given the reactants [Br:1][C:2]1[CH:3]=[N:4][C:5]2[N:6]([N:8]=[C:9]([C:11]([OH:13])=O)[CH:10]=2)[CH:7]=1.[CH3:14][CH:15]1[C:24]2[C:19](=[CH:20][C:21]([C:25]([N:27]3[CH2:32][CH2:31][O:30][CH2:29][CH2:28]3)=[O:26])=[CH:22][CH:23]=2)[CH2:18][CH2:17][NH:16]1, predict the reaction product. The product is: [Br:1][C:2]1[CH:3]=[N:4][C:5]2[N:6]([N:8]=[C:9]([C:11]([N:16]3[CH2:17][CH2:18][C:19]4[C:24](=[CH:23][CH:22]=[C:21]([C:25]([N:27]5[CH2:32][CH2:31][O:30][CH2:29][CH2:28]5)=[O:26])[CH:20]=4)[CH:15]3[CH3:14])=[O:13])[CH:10]=2)[CH:7]=1.